This data is from Forward reaction prediction with 1.9M reactions from USPTO patents (1976-2016). The task is: Predict the product of the given reaction. (1) Given the reactants [O:1](Cl)Cl.[Zr:4].[OH-:5].[Zr+4].[OH-].[OH-].[OH-].[N+]([O-])(O)=[O:11].[Ce:14].[La:15], predict the reaction product. The product is: [O-2:1].[Zr+4:4].[O-2:11].[O-2:5].[Ce+3:14].[O-2:1].[O-2:1].[Ce+3:14].[O-2:1].[La+3:15].[O-2:1].[O-2:1].[La+3:15]. (2) Given the reactants [CH2:1]([N:8]1[C:16]2[C:11](=[CH:12][C:13](Br)=[CH:14][CH:15]=2)[CH:10]=[CH:9]1)[C:2]1[CH:7]=[CH:6][CH:5]=[CH:4][CH:3]=1.[F:18][C:19]([F:30])([F:29])[C:20]1[CH:25]=[CH:24][C:23](B(O)O)=[CH:22][CH:21]=1.C(=O)([O-])[O-].[K+].[K+].C1(C)C=CC=CC=1, predict the reaction product. The product is: [CH2:1]([N:8]1[C:16]2[C:11](=[CH:12][C:13]([C:23]3[CH:24]=[CH:25][C:20]([C:19]([F:30])([F:29])[F:18])=[CH:21][CH:22]=3)=[CH:14][CH:15]=2)[CH:10]=[CH:9]1)[C:2]1[CH:7]=[CH:6][CH:5]=[CH:4][CH:3]=1. (3) Given the reactants Cl.[NH:2]1[CH2:7][CH2:6][C:5]([C:8]2[CH:13]=[CH:12][C:11]([N:14]3[CH2:18][C@H:17]([CH2:19][N:20]4[CH:24]=[CH:23][N:22]=[N:21]4)[O:16][C:15]3=[O:25])=[CH:10][C:9]=2[F:26])=[CH:4][CH2:3]1.[Cl:27][CH2:28][CH2:29][CH2:30][S:31](Cl)(=[O:33])=[O:32], predict the reaction product. The product is: [Cl:27][CH2:28][CH2:29][CH2:30][S:31]([N:2]1[CH2:7][CH2:6][C:5]([C:8]2[CH:13]=[CH:12][C:11]([N:14]3[CH2:18][C@H:17]([CH2:19][N:20]4[CH:24]=[CH:23][N:22]=[N:21]4)[O:16][C:15]3=[O:25])=[CH:10][C:9]=2[F:26])=[CH:4][CH2:3]1)(=[O:33])=[O:32]. (4) Given the reactants OO.S(=O)(=O)(O)O.[NH2:8][C:9]1[C:13]([NH2:14])=[N:12][O:11][N:10]=1.[N:15]([C:17]1[C:18]([NH2:22])=[N:19][O:20][N:21]=1)=[O:16], predict the reaction product. The product is: [NH2:22][C:18]1[C:17]([N+:15](=[N:14][C:13]2[C:9]([NH2:8])=[N:10][O:11][N:12]=2)[O-:16])=[N:21][O:20][N:19]=1. (5) Given the reactants [N:1]1[CH:6]=[CH:5][CH:4]=[CH:3][C:2]=1[N:7]1[C:11]([C:12]([F:15])([F:14])[F:13])=[C:10]([C:16]2[O:20][N:19]=[C:18]([C:21]3[CH:28]=[CH:27][C:24]([CH:25]=O)=[CH:23][CH:22]=3)[N:17]=2)[CH:9]=[N:8]1.C(O)(=O)C.[NH:33]1[CH2:36][CH:35]([C:37]([OH:39])=[O:38])[CH2:34]1.C(O[BH-](OC(=O)C)OC(=O)C)(=O)C.[Na+], predict the reaction product. The product is: [N:1]1[CH:6]=[CH:5][CH:4]=[CH:3][C:2]=1[N:7]1[C:11]([C:12]([F:15])([F:13])[F:14])=[C:10]([C:16]2[O:20][N:19]=[C:18]([C:21]3[CH:22]=[CH:23][C:24]([CH2:25][N:33]4[CH2:36][CH:35]([C:37]([OH:39])=[O:38])[CH2:34]4)=[CH:27][CH:28]=3)[N:17]=2)[CH:9]=[N:8]1. (6) Given the reactants COC1C=C(OC)C=CC=1C[N:6]([C:19]1[S:20][CH:21]=[CH:22][N:23]=1)[S:7]([C:10]1[CH:11]=[C:12]([CH:16]=[CH:17][CH:18]=1)[C:13]([OH:15])=O)(=[O:9])=[O:8].CCN(CC)CC.Cl.CN(C)CCCN=C=NCC.O.ON1C2C=CC=CC=2N=N1.[F:60][C:61]([F:71])([F:70])[C:62]1[CH:69]=[CH:68][C:65]([CH2:66][NH2:67])=[CH:64][CH:63]=1, predict the reaction product. The product is: [S:20]1[CH:21]=[CH:22][N:23]=[C:19]1[NH:6][S:7]([C:10]1[CH:11]=[C:12]([CH:16]=[CH:17][CH:18]=1)[C:13]([NH:67][CH2:66][C:65]1[CH:64]=[CH:63][C:62]([C:61]([F:60])([F:70])[F:71])=[CH:69][CH:68]=1)=[O:15])(=[O:8])=[O:9]. (7) The product is: [F:10][C:4]1[CH:3]=[C:2]([NH:1][C:18](=[O:19])[O:20][C:21]2[CH:26]=[CH:25][CH:24]=[CH:23][CH:22]=2)[CH:7]=[CH:6][C:5]=1[CH2:8][OH:9]. Given the reactants [NH2:1][C:2]1[CH:7]=[CH:6][C:5]([CH2:8][OH:9])=[C:4]([F:10])[CH:3]=1.N1C=CC=CC=1.Cl[C:18]([O:20][C:21]1[CH:26]=[CH:25][CH:24]=[CH:23][CH:22]=1)=[O:19], predict the reaction product.